Task: Predict the product of the given reaction.. Dataset: Forward reaction prediction with 1.9M reactions from USPTO patents (1976-2016) (1) Given the reactants C([C@H]1COC(=O)N1[C:14](=[O:33])[C@H:15]([C:25]1[CH:30]=[CH:29][C:28]([Br:31])=[CH:27][C:26]=1[CH3:32])[CH2:16][O:17][CH2:18][C:19]1[CH:24]=[CH:23][CH:22]=[CH:21][CH:20]=1)C1C=CC=CC=1.[Li].[Li+].[O-:36][O-], predict the reaction product. The product is: [CH2:18]([O:17][CH2:16][C@@H:15]([C:25]1[CH:30]=[CH:29][C:28]([Br:31])=[CH:27][C:26]=1[CH3:32])[C:14]([OH:33])=[O:36])[C:19]1[CH:20]=[CH:21][CH:22]=[CH:23][CH:24]=1. (2) The product is: [CH2:21]([O:23][C:24]1[CH:25]=[C:26]([NH:27][C:2]2[N:3]=[CH:4][C:5]3[CH:10]=[CH:9][N:8]([C:11]4[CH:16]=[CH:15][C:14]([S:17]([CH3:20])(=[O:19])=[O:18])=[CH:13][CH:12]=4)[C:6]=3[N:7]=2)[CH:28]=[CH:29][C:30]=1[O:31][CH2:32][CH3:33])[CH3:22]. Given the reactants Cl[C:2]1[N:3]=[CH:4][C:5]2[CH:10]=[CH:9][N:8]([C:11]3[CH:16]=[CH:15][C:14]([S:17]([CH3:20])(=[O:19])=[O:18])=[CH:13][CH:12]=3)[C:6]=2[N:7]=1.[CH2:21]([O:23][C:24]1[CH:25]=[C:26]([CH:28]=[CH:29][C:30]=1[O:31][CH2:32][CH3:33])[NH2:27])[CH3:22].Cl, predict the reaction product. (3) Given the reactants [NH:1]1[CH2:6][CH2:5][O:4][C@@H:3]([C:7]2[CH:12]=[CH:11][C:10]([NH:13][C:14](=[O:16])[CH3:15])=[CH:9][CH:8]=2)[CH2:2]1.Cl[C:18]1[N:19]([CH3:31])[C:20](=[O:30])[CH:21]=[C:22]([C:24]2[CH:29]=[CH:28][N:27]=[CH:26][CH:25]=2)[N:23]=1.C(N(CC)CC)C, predict the reaction product. The product is: [CH3:31][N:19]1[C:20](=[O:30])[CH:21]=[C:22]([C:24]2[CH:29]=[CH:28][N:27]=[CH:26][CH:25]=2)[N:23]=[C:18]1[N:1]1[CH2:6][CH2:5][O:4][C@@H:3]([C:7]2[CH:8]=[CH:9][C:10]([NH:13][C:14](=[O:16])[CH3:15])=[CH:11][CH:12]=2)[CH2:2]1. (4) Given the reactants [C:1]([O-:4])(=[O:3])[CH3:2].[Pb+4].[C:6]([O-])(=O)[CH3:6].[C:1]([O-:4])(=[O:3])[CH3:2].C([O-])(=O)C.[F:18][C:19]1[CH:24]=[CH:23][C:22](C(=O)C)=[C:21]([O:28][CH3:29])[CH:20]=1.B(F)(F)F.CCOCC.O, predict the reaction product. The product is: [CH3:6][O:3][C:1](=[O:4])[CH2:2][C:22]1[CH:23]=[CH:24][C:19]([F:18])=[CH:20][C:21]=1[O:28][CH3:29].